Task: Predict which catalyst facilitates the given reaction.. Dataset: Catalyst prediction with 721,799 reactions and 888 catalyst types from USPTO (1) Reactant: C(O)(C(F)(F)F)=O.[F:8][C:9]([F:48])([F:47])[C:10]1[N:14]2[N:15]=[C:16]([N:19]3[CH2:24][CH2:23][CH:22]([C:25]4[CH:46]=[CH:45][C:28]([O:29][CH2:30][CH2:31][N:32]5[CH2:37][CH2:36][N:35](C(OC(C)(C)C)=O)[CH2:34][CH2:33]5)=[CH:27][CH:26]=4)[CH2:21][CH2:20]3)[CH2:17][CH2:18][C:13]2=[N:12][N:11]=1. Product: [N:32]1([CH2:31][CH2:30][O:29][C:28]2[CH:45]=[CH:46][C:25]([CH:22]3[CH2:23][CH2:24][N:19]([C:16]4[CH2:17][CH2:18][C:13]5[N:14]([C:10]([C:9]([F:47])([F:48])[F:8])=[N:11][N:12]=5)[N:15]=4)[CH2:20][CH2:21]3)=[CH:26][CH:27]=2)[CH2:33][CH2:34][NH:35][CH2:36][CH2:37]1. The catalyst class is: 2. (2) Reactant: CN(C)C=O.[CH2:6]([O:10][C:11]1[C:16]([F:17])=[C:15](Cl)[N:14]=[CH:13][N:12]=1)[C:7]#[C:8][CH3:9].C(=O)([O-])[O-].[K+].[K+].F[C:26](F)(F)[CH:27]1[CH2:32][CH2:31][CH2:30][NH:29][CH2:28]1. Product: [CH2:6]([O:10][C:11]1[C:16]([F:17])=[C:15]([N:29]2[CH2:30][CH2:31][CH2:32][CH:27]([CH3:26])[CH2:28]2)[N:14]=[CH:13][N:12]=1)[C:7]#[C:8][CH3:9]. The catalyst class is: 13. (3) Reactant: [C:1]1([CH:7]2[NH:11][C:10](=[O:12])[CH2:9][CH2:8]2)[CH:6]=[CH:5][CH:4]=[CH:3][CH:2]=1.I[C:14]1[CH:27]=[CH:26][C:17]([O:18][C:19]2[CH:24]=[CH:23][C:22]([Cl:25])=[CH:21][CH:20]=2)=[CH:16][CH:15]=1.[O-]P([O-])([O-])=O.[K+].[K+].[K+].[C@@H]1(N)CCCC[C@H]1N. Product: [Cl:25][C:22]1[CH:23]=[CH:24][C:19]([O:18][C:17]2[CH:26]=[CH:27][C:14]([N:11]3[CH:7]([C:1]4[CH:2]=[CH:3][CH:4]=[CH:5][CH:6]=4)[CH2:8][CH2:9][C:10]3=[O:12])=[CH:15][CH:16]=2)=[CH:20][CH:21]=1. The catalyst class is: 246. (4) Reactant: [Cl:1][C:2]1[CH:17]=[CH:16][C:5]2=[C:6]([CH2:14][OH:15])[CH:7]=[C:8]3[C:13]([CH:12]=[N:11][CH:10]=[CH:9]3)=[C:4]2[CH:3]=1.CC(OI1(OC(C)=O)(OC(C)=O)OC(=O)C2C=CC=CC1=2)=O. Product: [Cl:1][C:2]1[CH:17]=[CH:16][C:5]2=[C:6]([CH:14]=[O:15])[CH:7]=[C:8]3[C:13]([CH:12]=[N:11][CH:10]=[CH:9]3)=[C:4]2[CH:3]=1. The catalyst class is: 2. (5) Reactant: [Br:1]N1C(=O)CCC1=O.[CH3:9][S:10][C:11]1[N:12]=[CH:13][C:14]2[CH:19]=[C:18]([C:20]3[CH:25]=[CH:24][C:23]([C:26]4([NH:30][C:31](=[O:37])[O:32][C:33]([CH3:36])([CH3:35])[CH3:34])[CH2:29][CH2:28][CH2:27]4)=[CH:22][CH:21]=3)[O:17][C:15]=2[N:16]=1. The catalyst class is: 23. Product: [Br:1][C:19]1[C:14]2[CH:13]=[N:12][C:11]([S:10][CH3:9])=[N:16][C:15]=2[O:17][C:18]=1[C:20]1[CH:21]=[CH:22][C:23]([C:26]2([NH:30][C:31](=[O:37])[O:32][C:33]([CH3:34])([CH3:36])[CH3:35])[CH2:27][CH2:28][CH2:29]2)=[CH:24][CH:25]=1. (6) Reactant: [N+:1]([C:4]1[CH:9]=[C:8]([N+:10]([O-:12])=[O:11])[CH:7]=[CH:6][C:5]=1[S:13]([OH:16])(=[O:15])=[O:14])([O-:3])=[O:2].C(O)(=[O:19])C.C(O)(=O)C.[I:25][C:26]1[CH:31]=[CH:30][CH:29]=[CH:28][CH:27]=1. Product: [OH:19][I:25]([C:26]1[CH:31]=[CH:30][CH:29]=[CH:28][CH:27]=1)[O:14][S:13]([C:5]1[CH:6]=[CH:7][C:8]([N+:10]([O-:12])=[O:11])=[CH:9][C:4]=1[N+:1]([O-:3])=[O:2])(=[O:16])=[O:15]. The catalyst class is: 23. (7) Reactant: O1CCCC1.B.[Cl:7][C:8]1[CH:13]=[CH:12][C:11]([CH2:14][C:15](O)=[O:16])=[C:10]([I:18])[CH:9]=1.CO. Product: [Cl:7][C:8]1[CH:13]=[CH:12][C:11]([CH2:14][CH2:15][OH:16])=[C:10]([I:18])[CH:9]=1. The catalyst class is: 7. (8) Reactant: CN.[NH2:3][C:4]1[C:5]([C:9]2[N:10]([CH2:36][CH3:37])[C:11]3[CH:16]=[C:15]([CH2:17][N:18]4C(=O)C5C(=CC=CC=5)C4=O)[N:14]=[C:13]([C:29]#[C:30][C:31]([OH:34])([CH3:33])[CH3:32])[C:12]=3[N:35]=2)=[N:6][O:7][N:8]=1. Product: [NH2:18][CH2:17][C:15]1[N:14]=[C:13]([C:29]#[C:30][C:31]([CH3:33])([OH:34])[CH3:32])[C:12]2[N:35]=[C:9]([C:5]3[C:4]([NH2:3])=[N:8][O:7][N:6]=3)[N:10]([CH2:36][CH3:37])[C:11]=2[CH:16]=1. The catalyst class is: 5. (9) Reactant: [F:1][C:2]([F:14])([F:13])[C:3]1[CH:8]=[CH:7][CH:6]=[CH:5][C:4]=1[CH2:9][C:10]([OH:12])=[O:11].C([Li])CCCCC.Br[CH2:23][CH2:24][CH2:25][Cl:26].[OH-].[Na+]. Product: [Cl:26][CH2:25][CH2:24][CH2:23][CH:9]([C:4]1[CH:5]=[CH:6][CH:7]=[CH:8][C:3]=1[C:2]([F:13])([F:14])[F:1])[C:10]([OH:12])=[O:11]. The catalyst class is: 1.